Task: Predict the reaction yield, written as a fraction of the theoretical maximum amount of product (1.0 means a 100% yield; for example, 0.34 means a 34% yield).. Dataset: Reaction yield outcomes from USPTO patents with 853,638 reactions (1) The reactants are [Br:1][C:2]1[CH:6]=[N:5][N:4]([CH3:7])[C:3]=1[C:8]1[CH:9]=[C:10]([NH2:16])[CH:11]=[CH:12][C:13]=1[O:14][CH3:15].[F:17][C:18]([F:30])([F:29])[O:19][C:20]1[CH:25]=[CH:24][C:23]([N:26]=[C:27]=[O:28])=[CH:22][CH:21]=1. The catalyst is C(Cl)Cl. The product is [Br:1][C:2]1[CH:6]=[N:5][N:4]([CH3:7])[C:3]=1[C:8]1[CH:9]=[C:10]([NH:16][C:27]([NH:26][C:23]2[CH:24]=[CH:25][C:20]([O:19][C:18]([F:17])([F:29])[F:30])=[CH:21][CH:22]=2)=[O:28])[CH:11]=[CH:12][C:13]=1[O:14][CH3:15]. The yield is 0.580. (2) The reactants are P(Cl)(Cl)([Cl:3])=O.CN(C)C1C=CC=CC=1.[CH3:15][O:16][C:17]1[CH:18]=[C:19]2[C:24](=[CH:25][CH:26]=1)[N:23]=[N:22][CH:21]=[C:20]2O. No catalyst specified. The product is [CH3:15][O:16][C:17]1[CH:18]=[C:19]2[C:24](=[CH:25][CH:26]=1)[N:23]=[N:22][CH:21]=[C:20]2[Cl:3]. The yield is 0.590.